Dataset: Forward reaction prediction with 1.9M reactions from USPTO patents (1976-2016). Task: Predict the product of the given reaction. (1) Given the reactants [Cl:1][C:2]1[CH:7]=[CH:6][CH:5]=[C:4]([F:8])[C:3]=1[C:9]1[NH:13][C:12](=[O:14])[N:11]([C:15]2[CH:24]=[CH:23][C:18]([C:19](OC)=[O:20])=[CH:17][CH:16]=2)[N:10]=1.[F:25][C:26]1[CH:32]=[C:31]([CH3:33])[CH:30]=[CH:29][C:27]=1[NH2:28].C[Al](C)C, predict the reaction product. The product is: [Cl:1][C:2]1[CH:7]=[CH:6][CH:5]=[C:4]([F:8])[C:3]=1[C:9]1[NH:13][C:12](=[O:14])[N:11]([C:15]2[CH:16]=[CH:17][C:18]([C:19]([NH:28][C:27]3[CH:29]=[CH:30][C:31]([CH3:33])=[CH:32][C:26]=3[F:25])=[O:20])=[CH:23][CH:24]=2)[N:10]=1. (2) Given the reactants O([CH2:9][CH2:10][O:11][CH3:12])S(C(F)(F)F)(=O)=O.C[O:14]CCO.FC(F)(F)S(OS(C(F)(F)F)(=O)=O)(=O)=O.C[N:34]1[C:38]([C:39]2[CH:44]=CN=C(NC3C=CC(NS(C)(=O)=O)=CC=3)N=2)=[CH:37][N:36]=[C:35]1[CH3:57], predict the reaction product. The product is: [CH3:12][O:11][CH2:10][CH2:9][N:34]1[C:38]([C:39](=[O:14])[CH3:44])=[CH:37][N:36]=[C:35]1[CH3:57].